This data is from Full USPTO retrosynthesis dataset with 1.9M reactions from patents (1976-2016). The task is: Predict the reactants needed to synthesize the given product. (1) Given the product [F:21][C:16]1[CH:17]=[CH:18][CH:19]=[CH:20][C:15]=1[C:11]1[CH:12]=[C:13]([NH:14][C:42](=[O:43])[CH2:41][C:40]([C:36]2[CH:37]=[CH:38][CH:39]=[C:34]([N:29]3[CH:33]=[CH:32][N:31]=[CH:30]3)[CH:35]=2)=[O:45])[C:8]([NH:7][C:6](=[O:28])[OH:5])=[CH:9][C:10]=1[O:22][CH2:23][C:24]([F:25])([F:27])[F:26], predict the reactants needed to synthesize it. The reactants are: C([O:5][C:6](=[O:28])[NH:7][C:8]1[C:13]([NH2:14])=[CH:12][C:11]([C:15]2[CH:20]=[CH:19][CH:18]=[CH:17][C:16]=2[F:21])=[C:10]([O:22][CH2:23][C:24]([F:27])([F:26])[F:25])[CH:9]=1)(C)(C)C.[N:29]1([C:34]2[CH:35]=[C:36]([C:40]3[O:45]C(C)(C)[O:43][C:42](=O)[CH:41]=3)[CH:37]=[CH:38][CH:39]=2)[CH:33]=[CH:32][N:31]=[CH:30]1. (2) Given the product [NH2:1][C:4]1[S:8][C:7]([C:9](=[O:11])[CH3:10])=[CH:6][CH:5]=1, predict the reactants needed to synthesize it. The reactants are: [N+:1]([C:4]1[S:8][C:7]([C:9](=[O:11])[CH3:10])=[CH:6][CH:5]=1)([O-])=O. (3) Given the product [CH:1]1([CH2:7][NH:8][C:9]([C:11]2[C:16]([NH:17][C:18]([C:20]3[C:29]4[C:24](=[CH:25][CH:26]=[CH:27][CH:28]=4)[C:23]([CH2:30][N:31]4[CH:35]=[CH:34][N:33]=[N:32]4)=[CH:22][CH:21]=3)=[O:19])=[CH:15][CH:14]=[C:13]([O:36][CH2:38][CH2:41][CH3:42])[N:12]=2)=[O:10])[CH2:6][CH2:5][CH2:4][CH2:3][CH2:2]1, predict the reactants needed to synthesize it. The reactants are: [CH:1]1([CH2:7][NH:8][C:9]([C:11]2[C:16]([NH:17][C:18]([C:20]3[C:29]4[C:24](=[CH:25][CH:26]=[CH:27][CH:28]=4)[C:23]([CH2:30][N:31]4[CH:35]=[CH:34][N:33]=[N:32]4)=[CH:22][CH:21]=3)=[O:19])=[CH:15][CH:14]=[C:13]([OH:36])[N:12]=2)=[O:10])[CH2:6][CH2:5][CH2:4][CH2:3][CH2:2]1.Cl[CH2:38]Cl.O.[C:41](#N)[CH3:42]. (4) The reactants are: [OH:1][N:2]=[C:3]([C:5]1[C:9]([NH:10][CH2:11][CH2:12][CH2:13][NH:14][S:15]([CH3:18])(=[O:17])=[O:16])=[N:8][O:7][N:6]=1)[NH2:4].[Cl:19][C:20]1[CH:21]=[C:22]([CH:24]=[CH:25][C:26]=1[F:27])N. Given the product [Cl:19][C:20]1[CH:21]=[C:22]([NH:4][C:3]([C:5]2[C:9]([NH:10][CH2:11][CH2:12][CH2:13][NH:14][S:15]([CH3:18])(=[O:17])=[O:16])=[N:8][O:7][N:6]=2)=[N:2][OH:1])[CH:24]=[CH:25][C:26]=1[F:27], predict the reactants needed to synthesize it. (5) Given the product [C:14]([S:17][C:2]1[C:11]2[C:6](=[CH:7][CH:8]=[CH:9][CH:10]=2)[C:5](=[O:12])[NH:4][N:3]=1)([CH3:16])([CH3:15])[CH3:13], predict the reactants needed to synthesize it. The reactants are: Cl[C:2]1[C:11]2[C:6](=[CH:7][CH:8]=[CH:9][CH:10]=2)[C:5](=[O:12])[NH:4][N:3]=1.[CH3:13][C:14]([S-:17])([CH3:16])[CH3:15].[Na+].C([O-])([O-])=O.[K+].[K+]. (6) The reactants are: [NH2:1][C:2]1[N:3]=[C:4]([NH:10]C(C2C=CC=CC=2)(C2C=CC=CC=2)C2C=CC=CC=2)[S:5][C:6]=1[C:7](=[S:9])[NH2:8].Br[CH2:31][C:32]([C:34]1[CH:35]=[C:36]([NH:40][C:41]([C:43]2[S:44][C:45]([Cl:48])=[CH:46][CH:47]=2)=[O:42])[CH:37]=[CH:38][CH:39]=1)=O.C(O)(C(F)(F)F)=O. Given the product [NH2:10][C:4]1[S:5][C:6]([C:7]2[S:9][CH:31]=[C:32]([C:34]3[CH:35]=[C:36]([NH:40][C:41]([C:43]4[S:44][C:45]([Cl:48])=[CH:46][CH:47]=4)=[O:42])[CH:37]=[CH:38][CH:39]=3)[N:8]=2)=[C:2]([NH2:1])[N:3]=1, predict the reactants needed to synthesize it.